From a dataset of Reaction yield outcomes from USPTO patents with 853,638 reactions. Predict the reaction yield, written as a fraction of the theoretical maximum amount of product (1.0 means a 100% yield; for example, 0.34 means a 34% yield). (1) The reactants are [F:1][C:2]1[CH:3]=[C:4]([C:8]2[C:13](=[O:14])[N:12]3[C:15]([CH3:18])=[CH:16][S:17][C:11]3=[N:10][C:9]=2[C@@H:19]([NH:21]C(=O)OC(C)(C)C)[CH3:20])[CH:5]=[CH:6][CH:7]=1.O1CCOCC1.O.[OH-].[Na+]. The catalyst is Cl. The product is [NH2:21][C@H:19]([C:9]1[N:10]=[C:11]2[S:17][CH:16]=[C:15]([CH3:18])[N:12]2[C:13](=[O:14])[C:8]=1[C:4]1[CH:5]=[CH:6][CH:7]=[C:2]([F:1])[CH:3]=1)[CH3:20]. The yield is 1.03. (2) The reactants are C(=O)([O-])[O-].[K+].[K+].C1(=O)O[CH2:10][CH2:9][O:8]1.[Br:13][C:14]1[CH:19]=[CH:18][C:17]([OH:20])=[C:16]([O:21][CH3:22])[CH:15]=1.O. The catalyst is C1(C)C=CC=CC=1.C(OCC)(=O)C. The product is [Br:13][C:14]1[CH:19]=[CH:18][C:17]([O:20][CH2:10][CH2:9][OH:8])=[C:16]([O:21][CH3:22])[CH:15]=1. The yield is 0.826. (3) The reactants are [Cl:1][C:2]1[C:3]([C:9]2[N:14]=[C:13]([NH:15][CH2:16][CH:17]3[CH2:22][CH2:21][O:20][CH2:19][CH2:18]3)[CH:12]=[N:11][C:10]=2[C:23]([F:26])([F:25])[F:24])=[CH:4][C:5](F)=[N:6][CH:7]=1.[C@H:27]1([NH2:34])[CH2:32][CH2:31][C@H:30]([NH2:33])[CH2:29][CH2:28]1. The catalyst is CS(C)=O. The product is [Cl:1][C:2]1[C:3]([C:9]2[C:10]([C:23]([F:26])([F:25])[F:24])=[N:11][CH:12]=[C:13]([NH:15][CH2:16][CH:17]3[CH2:22][CH2:21][O:20][CH2:19][CH2:18]3)[N:14]=2)=[CH:4][C:5]([NH:33][C@H:30]2[CH2:31][CH2:32][C@H:27]([NH2:34])[CH2:28][CH2:29]2)=[N:6][CH:7]=1. The yield is 0.320. (4) The reactants are Br[C:2]1[CH:3]=[C:4]2[C:9](=[CH:10][CH:11]=1)[CH:8]=[C:7]([C:12]([OH:14])=[O:13])[CH:6]=[CH:5]2.[CH3:15][O:16][C:17]1[CH:22]=[CH:21][C:20](B(O)O)=[CH:19][CH:18]=1.C1(P(C2C=CC=CC=2)C2C=CC=CC=2)C=CC=CC=1.C([O-])([O-])=O.[Na+].[Na+]. The catalyst is C([O-])(=O)C.[Pd+2].C([O-])(=O)C.O.C(O)CC. The product is [CH3:15][O:16][C:17]1[CH:22]=[CH:21][C:20]([C:2]2[CH:3]=[C:4]3[C:9](=[CH:10][CH:11]=2)[CH:8]=[C:7]([C:12]([OH:14])=[O:13])[CH:6]=[CH:5]3)=[CH:19][CH:18]=1. The yield is 0.810.